From a dataset of Reaction yield outcomes from USPTO patents with 853,638 reactions. Predict the reaction yield, written as a fraction of the theoretical maximum amount of product (1.0 means a 100% yield; for example, 0.34 means a 34% yield). (1) The reactants are [Br:1][C:2]1[CH:18]=[C:17](/[CH:19]=[CH:20]/[CH:21]([C:26]2[CH:31]=[C:30]([Cl:32])[C:29]([Cl:33])=[C:28]([Cl:34])[CH:27]=2)[C:22]([F:25])([F:24])[F:23])[CH:16]=[CH:15][C:3]=1[C:4]([NH:6][CH2:7][C:8]([O:10]C(C)(C)C)=[O:9])=[O:5].C(O)(C(F)(F)F)=O. The catalyst is C(Cl)Cl. The product is [Br:1][C:2]1[CH:18]=[C:17](/[CH:19]=[CH:20]/[CH:21]([C:26]2[CH:31]=[C:30]([Cl:32])[C:29]([Cl:33])=[C:28]([Cl:34])[CH:27]=2)[C:22]([F:24])([F:25])[F:23])[CH:16]=[CH:15][C:3]=1[C:4]([NH:6][CH2:7][C:8]([OH:10])=[O:9])=[O:5]. The yield is 0.780. (2) The reactants are [S:1]1[C:5]2[CH:6]=[CH:7][C:8]([NH:10][C:11]3[C:20]4[C:15](=[CH:16][CH:17]=[C:18]([S:21][CH2:22][CH2:23][OH:24])[CH:19]=4)[N:14]=[CH:13][CH:12]=3)=[CH:9][C:4]=2[N:3]=[CH:2]1.[OH:25]OS([O-])=O.[K+].C(=O)(O)[O-].[Na+].CCOC(C)=O. The catalyst is CO.O. The product is [S:1]1[C:5]2[CH:6]=[CH:7][C:8]([NH:10][C:11]3[C:20]4[C:15](=[CH:16][CH:17]=[C:18]([S:21]([CH2:22][CH2:23][OH:24])=[O:25])[CH:19]=4)[N:14]=[CH:13][CH:12]=3)=[CH:9][C:4]=2[N:3]=[CH:2]1. The yield is 0.646. (3) The reactants are [Cl:1][C:2]1[N:7]=[CH:6][N:5]=[C:4]([O:8][C:9]2[CH:14]=[CH:13][C:12]([NH2:15])=[CH:11][CH:10]=2)[CH:3]=1.[C:16]1([N:22]=[C:23]=[O:24])[CH:21]=[CH:20][CH:19]=[CH:18][CH:17]=1.O. The catalyst is CN(C)C=O. The product is [Cl:1][C:2]1[N:7]=[CH:6][N:5]=[C:4]([O:8][C:9]2[CH:14]=[CH:13][C:12]([NH:15][C:23]([NH:22][C:16]3[CH:21]=[CH:20][CH:19]=[CH:18][CH:17]=3)=[O:24])=[CH:11][CH:10]=2)[CH:3]=1. The yield is 0.970. (4) The reactants are [CH3:1][C@:2]12[C:9]([CH3:11])([CH3:10])[CH:6]([CH2:7][CH2:8]1)[C:5](=[O:12])[CH2:4][C:3]2=[O:13].C(N(CC)CC)C.[Cl:21][C:22]1[CH:27]=[CH:26][C:25]([N:28]=[C:29]=[O:30])=[CH:24][C:23]=1[C:31]([F:34])([F:33])[F:32].Cl. The catalyst is CN(C)C1C=CN=CC=1.ClCCl. The product is [Cl:21][C:22]1[CH:27]=[CH:26][C:25]([NH:28][C:29]([CH:4]2[C:5](=[O:12])[CH:6]3[C:9]([CH3:10])([CH3:11])[C@@:2]([CH3:1])([CH2:8][CH2:7]3)[C:3]2=[O:13])=[O:30])=[CH:24][C:23]=1[C:31]([F:32])([F:33])[F:34]. The yield is 0.440.